Dataset: Catalyst prediction with 721,799 reactions and 888 catalyst types from USPTO. Task: Predict which catalyst facilitates the given reaction. (1) Product: [CH2:1]([O:3][P:4]([CH:8]([C:10]1[CH:15]=[CH:14][CH:13]=[C:12]([Br:16])[CH:11]=1)[F:26])[O:5][CH2:6][CH3:7])[CH3:2]. The catalyst class is: 6. Reactant: [CH2:1]([O:3][P:4]([CH:8]([C:10]1[CH:15]=[CH:14][CH:13]=[C:12]([Br:16])[CH:11]=1)O)[O:5][CH2:6][CH3:7])[CH3:2].C(Cl)Cl.C(N(S(F)(F)[F:26])CC)C. (2) Reactant: [CH3:1][O:2][C:3](=[O:27])[C:4]([O:7][C:8]1[C:13](/[CH:14]=[C:15]2\[C:16](=[O:25])[NH:17][C:18]3[C:23]\2=[CH:22][CH:21]=[C:20]([Cl:24])[CH:19]=3)=[CH:12][C:11]([Cl:26])=[CH:10][N:9]=1)([CH3:6])[CH3:5].[C:28]([O:32][C:33](O[C:33]([O:32][C:28]([CH3:31])([CH3:30])[CH3:29])=[O:34])=[O:34])([CH3:31])([CH3:30])[CH3:29]. Product: [C:28]([O:32][C:33]([N:17]1[C:18]2[C:23](=[CH:22][CH:21]=[C:20]([Cl:24])[CH:19]=2)/[C:15](=[CH:14]/[C:13]2[C:8]([O:7][C:4]([C:3]([O:2][CH3:1])=[O:27])([CH3:6])[CH3:5])=[N:9][CH:10]=[C:11]([Cl:26])[CH:12]=2)/[C:16]1=[O:25])=[O:34])([CH3:31])([CH3:30])[CH3:29]. The catalyst class is: 112. (3) Reactant: I[C:2]1[CH:12]=[CH:11][C:5]([C:6]([O:8][CH2:9][CH3:10])=[O:7])=[CH:4][CH:3]=1.[CH:13](/B(O)O)=[CH:14]\[C:15]1[CH:20]=[CH:19][CH:18]=[CH:17][CH:16]=1. Product: [CH:13](/[C:2]1[CH:12]=[CH:11][C:5]([C:6]([O:8][CH2:9][CH3:10])=[O:7])=[CH:4][CH:3]=1)=[CH:14]\[C:15]1[CH:20]=[CH:19][CH:18]=[CH:17][CH:16]=1. The catalyst class is: 3. (4) Reactant: BrC[C:3]1[CH:12]=[C:11]([C:13]2[CH2:17][C:16]([C:22]3[CH:27]=[C:26]([Cl:28])[CH:25]=[C:24]([Cl:29])[CH:23]=3)([C:18]([F:21])([F:20])[F:19])[O:15][N:14]=2)[CH:10]=[CH:9][C:4]=1[C:5]([O:7][CH3:8])=[O:6].Cl.[CH3:31]NC.C([N:36]([CH2:39][CH3:40])CC)C.O. Product: [Cl:29][C:24]1[CH:23]=[C:22]([C:16]2([C:18]([F:20])([F:19])[F:21])[O:15][N:14]=[C:13]([C:11]3[CH:12]=[CH:3][C:4]([C:5]([O:7][CH3:8])=[O:6])=[C:9]([C:39]([CH3:40])([CH3:31])[NH2:36])[CH:10]=3)[CH2:17]2)[CH:27]=[C:26]([Cl:28])[CH:25]=1. The catalyst class is: 9. (5) Reactant: [NH2:1][C:2]1[CH:3]=[C:4]([CH:9]=[CH:10][C:11]=1[O:12][CH2:13][C:14]1[CH:19]=[CH:18][CH:17]=[CH:16][CH:15]=1)[C:5]([O:7][CH3:8])=[O:6].Cl.[N:21]1([C:27]2([C:30](O)=[O:31])[CH2:29][CH2:28]2)[CH2:26][CH2:25][O:24][CH2:23][CH2:22]1.F[P-](F)(F)(F)(F)F.N1(O[P+](N2CCCC2)(N2CCCC2)N2CCCC2)C2C=CC=CC=2N=N1.C(N(C(C)C)CC)(C)C. Product: [CH2:13]([O:12][C:11]1[CH:10]=[CH:9][C:4]([C:5]([O:7][CH3:8])=[O:6])=[CH:3][C:2]=1[NH:1][C:30]([C:27]1([N:21]2[CH2:26][CH2:25][O:24][CH2:23][CH2:22]2)[CH2:29][CH2:28]1)=[O:31])[C:14]1[CH:19]=[CH:18][CH:17]=[CH:16][CH:15]=1. The catalyst class is: 3. (6) Product: [C:7]([C:6]1[C:5]([CH3:9])=[C:4]([CH3:10])[S:3][C:2]=1[NH:1][C:20]([NH:19][C:11](=[O:18])[C:12]1[CH:13]=[CH:14][CH:15]=[CH:16][CH:17]=1)=[S:21])#[N:8]. Reactant: [NH2:1][C:2]1[S:3][C:4]([CH3:10])=[C:5]([CH3:9])[C:6]=1[C:7]#[N:8].[C:11]([N:19]=[C:20]=[S:21])(=[O:18])[C:12]1[CH:17]=[CH:16][CH:15]=[CH:14][CH:13]=1. The catalyst class is: 12. (7) Reactant: [C:1]1([CH:7]=[CH:8][C:9]([C:11]2[CH:16]=[CH:15][CH:14]=[CH:13][CH:12]=2)=[O:10])[CH:6]=[CH:5][CH:4]=[CH:3][CH:2]=1.[OH:17][CH2:18]C(C1C=CC=CC=1)=O.C[O:28]C1C=CC(C=O)=CC=1.[OH-].[K+]. Product: [OH:28][C:6]1[CH:5]=[CH:4][CH:3]=[CH:2][C:1]=1[CH:7]=[CH:8][C:9]([C:11]1[CH:16]=[CH:15][C:14]([O:17][CH3:18])=[CH:13][CH:12]=1)=[O:10]. The catalyst class is: 8. (8) Reactant: [F:1][C:2]([F:7])([F:6])[C:3]([OH:5])=[O:4].C[O:9][C:10](=[O:44])[CH2:11][NH:12][CH2:13][C:14](=[O:43])[NH:15][C:16]1[CH:21]=[C:20]([N:22]2[C:26](=[O:27])[C:25]([CH3:29])([CH3:28])[N:24]([CH2:30][C:31]3[CH:36]=[CH:35][N:34]=[CH:33][CH:32]=3)[C:23]2=[O:37])[CH:19]=[CH:18][C:17]=1[O:38][C:39]([F:42])([F:41])[F:40].[OH-].[Li+]. Product: [F:1][C:2]([F:7])([F:6])[C:3]([OH:5])=[O:4].[CH3:28][C:25]1([CH3:29])[C:26](=[O:27])[N:22]([C:20]2[CH:19]=[CH:18][C:17]([O:38][C:39]([F:40])([F:41])[F:42])=[C:16]([NH:15][C:14]([CH2:13][NH:12][CH2:11][C:10]([OH:44])=[O:9])=[O:43])[CH:21]=2)[C:23](=[O:37])[N:24]1[CH2:30][C:31]1[CH:32]=[CH:33][N:34]=[CH:35][CH:36]=1. The catalyst class is: 38. (9) Reactant: Cl[C:2]1[C:3]([O:8][CH:9]2[CH2:12][N:11]([C:13]3[CH:22]=[CH:21][C:20]4[C:15](=[CH:16][CH:17]=[CH:18][CH:19]=4)[N:14]=3)[CH2:10]2)=[N:4][CH:5]=[CH:6][N:7]=1.CC1(C)C(C)(C)OB([C:31]2[CH2:36][CH2:35][N:34]([C:37]([O:39][C:40]([CH3:43])([CH3:42])[CH3:41])=[O:38])[CH2:33][CH:32]=2)O1.[O-]P([O-])([O-])=O.[K+].[K+].[K+]. Product: [N:14]1[C:15]2[C:20](=[CH:19][CH:18]=[CH:17][CH:16]=2)[CH:21]=[CH:22][C:13]=1[N:11]1[CH2:12][CH:9]([O:8][C:3]2[C:2]([C:31]3[CH2:36][CH2:35][N:34]([C:37]([O:39][C:40]([CH3:43])([CH3:42])[CH3:41])=[O:38])[CH2:33][CH:32]=3)=[N:7][CH:6]=[CH:5][N:4]=2)[CH2:10]1. The catalyst class is: 117.